This data is from Full USPTO retrosynthesis dataset with 1.9M reactions from patents (1976-2016). The task is: Predict the reactants needed to synthesize the given product. (1) Given the product [OH:16][C:3]1[C:4]([O:13][CH3:14])=[N:5][CH:6]=[C:7]([CH:12]=1)[C:8]([O:10][CH3:11])=[O:9], predict the reactants needed to synthesize it. The reactants are: Cl.N[C:3]1[C:4]([O:13][CH3:14])=[N:5][CH:6]=[C:7]([CH:12]=1)[C:8]([O:10][CH3:11])=[O:9].N([O-])=[O:16].[Na+].F[B-](F)(F)F.[Na+]. (2) Given the product [NH2:7][C:8]1[S:9][C:10]([C:14]2[CH:19]=[CH:18][N:17]=[C:16]([C:20]3([C:24]([NH2:25])=[O:28])[CH2:23][CH2:22][CH2:21]3)[CH:15]=2)=[C:11]([CH3:13])[N:12]=1, predict the reactants needed to synthesize it. The reactants are: C(OC(=O)[NH:7][C:8]1[S:9][C:10]([C:14]2[CH:19]=[CH:18][N:17]=[C:16]([C:20]3([C:24]#[N:25])[CH2:23][CH2:22][CH2:21]3)[CH:15]=2)=[C:11]([CH3:13])[N:12]=1)(C)(C)C.S(=O)(=O)(O)[OH:28]. (3) The reactants are: [F:1][C:2]1[CH:35]=[C:34]([F:36])[CH:33]=[CH:32][C:3]=1[CH2:4][C:5]1[C:6]([C:27]([O:29][CH2:30][CH3:31])=[O:28])=[C:7]([C:18]2[CH:26]=[CH:25][C:21]([C:22]([OH:24])=O)=[CH:20][CH:19]=2)[C:8]2[C:15](=[O:16])[N:14]3[C@@H:10]([CH2:11][CH2:12][CH2:13]3)[C:9]=2[N:17]=1.[CH:37]1[CH:41]=[C:40]([CH2:42][NH2:43])[O:39][CH:38]=1.C(Cl)CCl. Given the product [F:1][C:2]1[CH:35]=[C:34]([F:36])[CH:33]=[CH:32][C:3]=1[CH2:4][C:5]1[C:6]([C:27]([O:29][CH2:30][CH3:31])=[O:28])=[C:7]([C:18]2[CH:26]=[CH:25][C:21]([C:22]([NH:43][CH2:42][C:40]3[O:39][CH:38]=[CH:37][CH:41]=3)=[O:24])=[CH:20][CH:19]=2)[C:8]2[C:15](=[O:16])[N:14]3[C@@H:10]([CH2:11][CH2:12][CH2:13]3)[C:9]=2[N:17]=1, predict the reactants needed to synthesize it. (4) Given the product [CH2:54]([O:53][C:49](=[O:52])[CH2:50][CH2:51][N:13]1[C:12](=[O:22])[C:11]2([CH2:10][CH2:9][N:8]([C:6](=[O:7])[C:5]3[CH:25]=[C:26]([C:28]([F:31])([F:30])[F:29])[CH:27]=[C:3]([C:2]([F:1])([F:32])[F:33])[CH:4]=3)[CH2:24][CH2:23]2)[N:15]([C:16]2[CH:17]=[CH:18][CH:19]=[CH:20][CH:21]=2)[CH2:14]1)[CH3:55], predict the reactants needed to synthesize it. The reactants are: [F:1][C:2]([F:33])([F:32])[C:3]1[CH:4]=[C:5]([CH:25]=[C:26]([C:28]([F:31])([F:30])[F:29])[CH:27]=1)[C:6]([N:8]1[CH2:24][CH2:23][C:11]2([N:15]([C:16]3[CH:21]=[CH:20][CH:19]=[CH:18][CH:17]=3)[CH2:14][NH:13][C:12]2=[O:22])[CH2:10][CH2:9]1)=[O:7].[F-].[Cs+].C(O[Si](OCC)(OCC)OCC)C.[C:49]([O:53][CH2:54][CH3:55])(=[O:52])[CH:50]=[CH2:51]. (5) Given the product [Cl:34][C:31]1[CH:32]=[CH:33][C:15]2[C:20]3[CH:21]=[C:22]4[CH2:23][CH2:24][CH2:25][C:26](=[O:29])[C:27]4=[CH:28][C:19]=3[O:18][CH2:17][C:16]=2[CH:30]=1, predict the reactants needed to synthesize it. The reactants are: C(O)(=O)C(C)(C)C.C(=O)([O-])[O-].[K+].[K+].Br[C:15]1[CH:33]=[CH:32][C:31]([Cl:34])=[CH:30][C:16]=1[CH2:17][O:18][C:19]1[CH:28]=[C:27]2[C:22]([CH2:23][CH2:24][CH2:25][C:26]2=[O:29])=[CH:21][CH:20]=1.